From a dataset of Full USPTO retrosynthesis dataset with 1.9M reactions from patents (1976-2016). Predict the reactants needed to synthesize the given product. Given the product [C:4]1([S:10]([C:13]2[CH:14]=[C:15]([CH2:22][OH:23])[C:16]3[O:20][CH:19]=[CH:18][C:17]=3[CH:21]=2)(=[O:12])=[O:11])[CH:3]=[CH:8][CH:7]=[CH:6][CH:5]=1, predict the reactants needed to synthesize it. The reactants are: CO[C:3]1[CH:8]=[CH:7][C:6](C)=[CH:5][C:4]=1[S:10]([C:13]1[CH:14]=[C:15]([CH2:22][OH:23])[C:16]2[O:20][CH:19]=[CH:18][C:17]=2[CH:21]=1)(=[O:12])=[O:11].C1(S(C2C=C(C(OC)=O)C3OC=CC=3C=2)(=O)=O)C=CC=CC=1.